This data is from TCR-epitope binding with 47,182 pairs between 192 epitopes and 23,139 TCRs. The task is: Binary Classification. Given a T-cell receptor sequence (or CDR3 region) and an epitope sequence, predict whether binding occurs between them. (1) The epitope is GTSGSPIVNR. The TCR CDR3 sequence is CASSSLRDPLHF. Result: 0 (the TCR does not bind to the epitope). (2) The epitope is SSNVANYQK. The TCR CDR3 sequence is CASSLGQGGYGYTF. Result: 1 (the TCR binds to the epitope). (3) The epitope is SLVKPSFYV. The TCR CDR3 sequence is CASSLVGGANTGELFF. Result: 0 (the TCR does not bind to the epitope). (4) The epitope is GILGFVFTL. The TCR CDR3 sequence is CASSIRSGNEQYF. Result: 1 (the TCR binds to the epitope). (5) The epitope is SLFNTVATLY. The TCR CDR3 sequence is CASSLALSGANVLTF. Result: 0 (the TCR does not bind to the epitope). (6) The epitope is GVAMPNLYK. The TCR CDR3 sequence is CASSDRRIYGYTF. Result: 0 (the TCR does not bind to the epitope). (7) The epitope is KRWIILGLNK. The TCR CDR3 sequence is CASRPGRGSHEQYF. Result: 1 (the TCR binds to the epitope).